From a dataset of Catalyst prediction with 721,799 reactions and 888 catalyst types from USPTO. Predict which catalyst facilitates the given reaction. (1) Reactant: Br[C:2]1[CH:7]=[CH:6][C:5]([CH:8]2[CH2:10][CH2:9]2)=[CH:4][CH:3]=1.[Li]CCCC.[F:16][C:17]1[CH:22]=[CH:21][CH:20]=[C:19]([F:23])[C:18]=1[C:24]1[O:25][C:26](=[O:31])[C:27]([CH3:30])([CH3:29])[N:28]=1. Product: [CH:8]1([C:5]2[CH:6]=[CH:7][C:2]([C:26](=[O:31])[C:27]([NH:28][C:24](=[O:25])[C:18]3[C:17]([F:16])=[CH:22][CH:21]=[CH:20][C:19]=3[F:23])([CH3:30])[CH3:29])=[CH:3][CH:4]=2)[CH2:10][CH2:9]1. The catalyst class is: 1. (2) Reactant: [F:1][C:2]([F:11])([F:10])[C:3]1[N:8]=[C:7]([OH:9])[CH:6]=[CH:5][CH:4]=1.[F:12][C:13]1[CH:14]=[C:15]([CH:18]=[CH:19][C:20]=1F)[CH:16]=[O:17].C([O-])([O-])=O.[K+].[K+]. Product: [F:12][C:13]1[CH:14]=[C:15]([CH:18]=[CH:19][C:20]=1[O:9][C:7]1[CH:6]=[CH:5][CH:4]=[C:3]([C:2]([F:1])([F:10])[F:11])[N:8]=1)[CH:16]=[O:17]. The catalyst class is: 499.